From a dataset of Full USPTO retrosynthesis dataset with 1.9M reactions from patents (1976-2016). Predict the reactants needed to synthesize the given product. (1) Given the product [Cl:27][C:24]1[CH:25]=[CH:26][C:21]([C:11]2[N:10]([CH:3]([CH:4]3[CH2:9][CH2:8][CH2:7][CH2:6][CH2:5]3)[CH2:2][O:28][C:29]3[CH:34]=[CH:33][N:32]=[CH:31][CH:30]=3)[C:14]3[CH:15]=[C:16]([F:20])[C:17]([F:19])=[CH:18][C:13]=3[N:12]=2)=[CH:22][CH:23]=1, predict the reactants needed to synthesize it. The reactants are: Br[CH2:2][CH:3]([N:10]1[C:14]2[CH:15]=[C:16]([F:20])[C:17]([F:19])=[CH:18][C:13]=2[N:12]=[C:11]1[C:21]1[CH:26]=[CH:25][C:24]([Cl:27])=[CH:23][CH:22]=1)[CH:4]1[CH2:9][CH2:8][CH2:7][CH2:6][CH2:5]1.[OH:28][C:29]1[CH:34]=[CH:33][N:32]=[CH:31][CH:30]=1. (2) Given the product [O:1]=[C:2]1[CH2:7][CH2:6][N:5]2[CH:8]=[C:9]([C:11]([OH:13])=[O:12])[N:10]=[C:4]2[NH:3]1, predict the reactants needed to synthesize it. The reactants are: [O:1]=[C:2]1[CH2:7][CH2:6][N:5]2[CH:8]=[C:9]([C:11]([O:13]CC)=[O:12])[N:10]=[C:4]2[NH:3]1.[OH-].[Na+]. (3) Given the product [Br:38][C:7]1[C:8]2[O:1][CH:2]=[CH:3][C:4]=2[NH:5][C:6]=1[C:9]([O:11][CH3:12])=[O:10], predict the reactants needed to synthesize it. The reactants are: [O:1]1[C:8]2[CH:7]=[C:6]([C:9]([O:11][CH3:12])=[O:10])[NH:5][C:4]=2[CH:3]=[CH:2]1.CCCC[N+](CCCC)(CCCC)CCCC.[F-].C1C(=O)N([Br:38])C(=O)C1. (4) Given the product [NH2:10][C@@H:11]1[CH2:16][CH2:15][CH2:14][CH2:13][C@H:12]1[N:17]1[CH2:21][CH:20]([CH3:22])[CH2:19][C:18]1=[O:23], predict the reactants needed to synthesize it. The reactants are: C(OC(=O)[NH:10][C@@H:11]1[CH2:16][CH2:15][CH2:14][CH2:13][C@H:12]1[N:17]1[CH2:21][CH:20]([CH3:22])[CH2:19][C:18]1=[O:23])C1C=CC=CC=1.[H][H].